From a dataset of Reaction yield outcomes from USPTO patents with 853,638 reactions. Predict the reaction yield, written as a fraction of the theoretical maximum amount of product (1.0 means a 100% yield; for example, 0.34 means a 34% yield). The product is [ClH:16].[NH2:1][CH2:4][CH:5]1[O:9][B:8]([OH:10])[C:7]2[CH:11]=[CH:12][CH:13]=[CH:14][C:6]1=2. The reactants are [N+:1]([CH2:4][CH:5]1[O:9][B:8]([OH:10])[C:7]2[CH:11]=[CH:12][CH:13]=[CH:14][C:6]1=2)([O-])=O.N.[ClH:16]. The catalyst is C(O)C.O.[Ni]. The yield is 0.920.